From a dataset of NCI-60 drug combinations with 297,098 pairs across 59 cell lines. Regression. Given two drug SMILES strings and cell line genomic features, predict the synergy score measuring deviation from expected non-interaction effect. (1) Drug 1: C1C(C(OC1N2C=NC3=C(N=C(N=C32)Cl)N)CO)O. Drug 2: C1=NC2=C(N=C(N=C2N1C3C(C(C(O3)CO)O)O)F)N. Cell line: CCRF-CEM. Synergy scores: CSS=88.3, Synergy_ZIP=3.28, Synergy_Bliss=3.41, Synergy_Loewe=-0.850, Synergy_HSA=5.48. (2) Drug 1: CS(=O)(=O)C1=CC(=C(C=C1)C(=O)NC2=CC(=C(C=C2)Cl)C3=CC=CC=N3)Cl. Drug 2: CC1=C2C(C(=O)C3(C(CC4C(C3C(C(C2(C)C)(CC1OC(=O)C(C(C5=CC=CC=C5)NC(=O)C6=CC=CC=C6)O)O)OC(=O)C7=CC=CC=C7)(CO4)OC(=O)C)O)C)OC(=O)C. Cell line: COLO 205. Synergy scores: CSS=51.4, Synergy_ZIP=9.82, Synergy_Bliss=9.32, Synergy_Loewe=-42.6, Synergy_HSA=3.89. (3) Drug 1: CC12CCC3C(C1CCC2O)C(CC4=C3C=CC(=C4)O)CCCCCCCCCS(=O)CCCC(C(F)(F)F)(F)F. Drug 2: C1CNP(=O)(OC1)N(CCCl)CCCl. Cell line: IGROV1. Synergy scores: CSS=-3.71, Synergy_ZIP=2.29, Synergy_Bliss=0.484, Synergy_Loewe=-1.21, Synergy_HSA=-2.44.